Dataset: Forward reaction prediction with 1.9M reactions from USPTO patents (1976-2016). Task: Predict the product of the given reaction. (1) Given the reactants [NH2:1][CH2:2][CH:3]([C:5]1[CH:10]=[C:9]([O:11][CH3:12])[CH:8]=[C:7]([O:13][CH3:14])[CH:6]=1)[OH:4].C(N(CC)CC)C.Cl[CH2:23][C:24](Cl)=[O:25].CC(C)([O-])C.[K+].[Cl-].[NH4+], predict the reaction product. The product is: [CH3:14][O:13][C:7]1[CH:6]=[C:5]([CH:3]2[CH2:2][NH:1][C:24](=[O:25])[CH2:23][O:4]2)[CH:10]=[C:9]([O:11][CH3:12])[CH:8]=1. (2) Given the reactants [CH3:1][N:2]1[C:8]2[CH:9]=[CH:10][C:11]([C:13]3[CH:18]=[CH:17][C:16]([O:19][C:20]([F:23])([F:22])[F:21])=[CH:15][CH:14]=3)=[CH:12][C:7]=2[C:6](=[O:24])[NH:5][CH2:4][C:3]1=[O:25].[H-].[Na+].[H][H].Br[CH2:31][CH2:32][O:33][CH2:34][C:35]1[CH:40]=[CH:39][CH:38]=[CH:37][CH:36]=1, predict the reaction product. The product is: [CH2:34]([O:33][CH2:32][CH2:31][N:5]1[C:6](=[O:24])[C:7]2[CH:12]=[C:11]([C:13]3[CH:14]=[CH:15][C:16]([O:19][C:20]([F:23])([F:21])[F:22])=[CH:17][CH:18]=3)[CH:10]=[CH:9][C:8]=2[N:2]([CH3:1])[C:3](=[O:25])[CH2:4]1)[C:35]1[CH:40]=[CH:39][CH:38]=[CH:37][CH:36]=1. (3) Given the reactants C([O:3][C:4](=[O:23])[CH2:5][NH:6][C:7]([C:9]1[C:10](=[O:22])[S:11][C:12]2[C:17]([C:18]=1[OH:19])=[CH:16][C:15]([Cl:20])=[CH:14][C:13]=2Br)=[O:8])C.[CH2:24]([B-](F)(F)F)[C:25]1[CH:30]=[CH:29][CH:28]=[CH:27][CH:26]=1.[K+].C(=O)([O-])[O-].[Cs+].[Cs+], predict the reaction product. The product is: [CH2:24]([C:13]1[CH:14]=[C:15]([Cl:20])[CH:16]=[C:17]2[C:12]=1[S:11][C:10](=[O:22])[C:9]([C:7]([NH:6][CH2:5][C:4]([OH:3])=[O:23])=[O:8])=[C:18]2[OH:19])[C:25]1[CH:30]=[CH:29][CH:28]=[CH:27][CH:26]=1. (4) Given the reactants C[O:2][C:3]1(OC)[C:9]([NH:10][C:11]([C:13]2[C:14]([OH:23])=[N:15][C:16]3[C:21]([CH:22]=2)=[CH:20][CH:19]=[CH:18][CH:17]=3)=[O:12])=[CH:8][C:7](=[O:24])[CH:6]2[CH:4]1[O:5]2.FC(F)(F)C(O)=O, predict the reaction product. The product is: [O:2]=[C:3]1[C:9]([NH:10][C:11]([C:13]2[C:14]([OH:23])=[N:15][C:16]3[C:21]([CH:22]=2)=[CH:20][CH:19]=[CH:18][CH:17]=3)=[O:12])=[CH:8][C:7](=[O:24])[CH:6]2[CH:4]1[O:5]2. (5) Given the reactants C(O[C:6]([N:8]1[CH2:12][C:11](=[N:13][O:14][CH2:15][CH3:16])[CH2:10][C@H:9]1[C:17]([OH:19])=O)=[O:7])(C)(C)C.[O:20]=[C:21]1[C:26](C(Cl)=O)=[CH:25][CH:24]=[C:23]([CH2:30][CH2:31][CH2:32][CH2:33][CH3:34])[O:22]1.[CH3:35][O:36][C:37]1[CH:38]=[C:39]([CH:42]=[CH:43][C:44]=1[O:45][CH3:46])[CH2:40][NH2:41], predict the reaction product. The product is: [CH3:35][O:36][C:37]1[CH:38]=[C:39]([CH:42]=[CH:43][C:44]=1[O:45][CH3:46])[CH2:40][NH:41][C:17]([C@@H:9]1[CH2:10][C:11](=[N:13][O:14][CH2:15][CH3:16])[CH2:12][N:8]1[C:6]([C:26]1[C:21](=[O:20])[O:22][C:23]([CH2:30][CH2:31][CH2:32][CH2:33][CH3:34])=[CH:24][CH:25]=1)=[O:7])=[O:19].